This data is from Peptide-MHC class I binding affinity with 185,985 pairs from IEDB/IMGT. The task is: Regression. Given a peptide amino acid sequence and an MHC pseudo amino acid sequence, predict their binding affinity value. This is MHC class I binding data. (1) The peptide sequence is PMIIGEPII. The MHC is HLA-A02:02 with pseudo-sequence HLA-A02:02. The binding affinity (normalized) is 0. (2) The peptide sequence is VPDIPELSY. The MHC is HLA-A23:01 with pseudo-sequence HLA-A23:01. The binding affinity (normalized) is 0. (3) The binding affinity (normalized) is 0. The MHC is Patr-A0901 with pseudo-sequence Patr-A0901. The peptide sequence is ATPYDINQML. (4) The peptide sequence is KTFDSEYVK. The MHC is HLA-A31:01 with pseudo-sequence HLA-A31:01. The binding affinity (normalized) is 0.630.